This data is from Full USPTO retrosynthesis dataset with 1.9M reactions from patents (1976-2016). The task is: Predict the reactants needed to synthesize the given product. The reactants are: [Cl:1][C:2]1[N:3]=[CH:4][N:5](COCC[Si](C)(C)C)[C:6]=1[C:7]([NH:9][CH2:10][C:11]1[CH:16]=[CH:15][C:14]([Cl:17])=[C:13]([O:18][C:19]2[CH:24]=[C:23]([CH2:25][CH3:26])[CH:22]=[C:21]([Cl:27])[CH:20]=2)[C:12]=1[F:28])=[O:8].C(O)(C(F)(F)F)=O. Given the product [Cl:1][C:2]1[N:3]=[CH:4][NH:5][C:6]=1[C:7]([NH:9][CH2:10][C:11]1[CH:16]=[CH:15][C:14]([Cl:17])=[C:13]([O:18][C:19]2[CH:24]=[C:23]([CH2:25][CH3:26])[CH:22]=[C:21]([Cl:27])[CH:20]=2)[C:12]=1[F:28])=[O:8], predict the reactants needed to synthesize it.